This data is from NCI-60 drug combinations with 297,098 pairs across 59 cell lines. The task is: Regression. Given two drug SMILES strings and cell line genomic features, predict the synergy score measuring deviation from expected non-interaction effect. (1) Drug 1: CCCCC(=O)OCC(=O)C1(CC(C2=C(C1)C(=C3C(=C2O)C(=O)C4=C(C3=O)C=CC=C4OC)O)OC5CC(C(C(O5)C)O)NC(=O)C(F)(F)F)O. Drug 2: C1=NC2=C(N1)C(=S)N=CN2. Cell line: RPMI-8226. Synergy scores: CSS=69.1, Synergy_ZIP=-0.821, Synergy_Bliss=-2.17, Synergy_Loewe=-5.00, Synergy_HSA=0.189. (2) Synergy scores: CSS=65.8, Synergy_ZIP=3.44, Synergy_Bliss=4.09, Synergy_Loewe=1.75, Synergy_HSA=5.07. Drug 1: B(C(CC(C)C)NC(=O)C(CC1=CC=CC=C1)NC(=O)C2=NC=CN=C2)(O)O. Cell line: HOP-62. Drug 2: CC1C(C(CC(O1)OC2CC(CC3=C2C(=C4C(=C3O)C(=O)C5=CC=CC=C5C4=O)O)(C(=O)C)O)N)O. (3) Drug 1: CCCCCOC(=O)NC1=NC(=O)N(C=C1F)C2C(C(C(O2)C)O)O. Drug 2: CC12CCC3C(C1CCC2O)C(CC4=C3C=CC(=C4)O)CCCCCCCCCS(=O)CCCC(C(F)(F)F)(F)F. Cell line: MDA-MB-231. Synergy scores: CSS=4.98, Synergy_ZIP=-0.0804, Synergy_Bliss=4.57, Synergy_Loewe=4.37, Synergy_HSA=3.54. (4) Cell line: LOX IMVI. Drug 1: CC=C1C(=O)NC(C(=O)OC2CC(=O)NC(C(=O)NC(CSSCCC=C2)C(=O)N1)C(C)C)C(C)C. Drug 2: CN1C2=C(C=C(C=C2)N(CCCl)CCCl)N=C1CCCC(=O)O.Cl. Synergy scores: CSS=41.1, Synergy_ZIP=-0.821, Synergy_Bliss=-1.11, Synergy_Loewe=-62.6, Synergy_HSA=-0.548. (5) Drug 2: B(C(CC(C)C)NC(=O)C(CC1=CC=CC=C1)NC(=O)C2=NC=CN=C2)(O)O. Synergy scores: CSS=51.5, Synergy_ZIP=-2.13, Synergy_Bliss=-4.23, Synergy_Loewe=-5.17, Synergy_HSA=-1.34. Cell line: UACC62. Drug 1: CCC1=CC2CC(C3=C(CN(C2)C1)C4=CC=CC=C4N3)(C5=C(C=C6C(=C5)C78CCN9C7C(C=CC9)(C(C(C8N6C)(C(=O)OC)O)OC(=O)C)CC)OC)C(=O)OC. (6) Cell line: BT-549. Drug 2: N.N.Cl[Pt+2]Cl. Synergy scores: CSS=7.69, Synergy_ZIP=-0.348, Synergy_Bliss=3.73, Synergy_Loewe=2.81, Synergy_HSA=3.05. Drug 1: C1CC(=O)NC(=O)C1N2CC3=C(C2=O)C=CC=C3N. (7) Drug 1: CC1C(C(CC(O1)OC2CC(CC3=C2C(=C4C(=C3O)C(=O)C5=C(C4=O)C(=CC=C5)OC)O)(C(=O)CO)O)N)O.Cl. Drug 2: CC1=C(C(=O)C2=C(C1=O)N3CC4C(C3(C2COC(=O)N)OC)N4)N. Cell line: RPMI-8226. Synergy scores: CSS=34.4, Synergy_ZIP=-2.05, Synergy_Bliss=0.727, Synergy_Loewe=4.43, Synergy_HSA=5.33. (8) Drug 1: CC1=C(C=C(C=C1)C(=O)NC2=CC(=CC(=C2)C(F)(F)F)N3C=C(N=C3)C)NC4=NC=CC(=N4)C5=CN=CC=C5. Drug 2: CC1=C2C(C(=O)C3(C(CC4C(C3C(C(C2(C)C)(CC1OC(=O)C(C(C5=CC=CC=C5)NC(=O)C6=CC=CC=C6)O)O)OC(=O)C7=CC=CC=C7)(CO4)OC(=O)C)O)C)OC(=O)C. Cell line: BT-549. Synergy scores: CSS=24.1, Synergy_ZIP=17.6, Synergy_Bliss=15.9, Synergy_Loewe=0.210, Synergy_HSA=11.2.